The task is: Predict the reaction yield, written as a fraction of the theoretical maximum amount of product (1.0 means a 100% yield; for example, 0.34 means a 34% yield).. This data is from Reaction yield outcomes from USPTO patents with 853,638 reactions. (1) The product is [F:32][C:2]([F:1])([F:31])[C:3]1[CH:8]=[CH:7][C:6]([C:9]2[N:10]=[CH:11][C:12]([NH:15][CH:16]([C:20]3[CH:21]=[CH:22][C:23]([C:24]([OH:26])=[O:25])=[CH:29][CH:30]=3)[CH2:17][CH2:18][CH3:19])=[N:13][CH:14]=2)=[CH:5][CH:4]=1. The catalyst is C1COCC1. The reactants are [F:1][C:2]([F:32])([F:31])[C:3]1[CH:8]=[CH:7][C:6]([C:9]2[N:10]=[CH:11][C:12]([NH:15][CH:16]([C:20]3[CH:30]=[CH:29][C:23]([C:24]([O:26]CC)=[O:25])=[CH:22][CH:21]=3)[CH2:17][CH2:18][CH3:19])=[N:13][CH:14]=2)=[CH:5][CH:4]=1.CO.[OH-].[Na+]. The yield is 0.871. (2) The reactants are [CH3:1][NH:2][C:3]([C:5]1[NH:6][C:7]2[C:12]([C:13]=1[CH:14]=[CH2:15])=[CH:11][CH:10]=[CH:9][CH:8]=2)=O.[H-].[Al+3].[Li+].[H-].[H-].[H-]. The catalyst is O1CCOCC1. The product is [CH3:1][NH:2][CH2:3][C:5]1[NH:6][C:7]2[C:12]([C:13]=1[CH:14]=[CH2:15])=[CH:11][CH:10]=[CH:9][CH:8]=2. The yield is 0.610. (3) The reactants are Cl[C:2]1[N:7]=[C:6]([C:8]([NH:10][C:11]2[C:12]([CH3:22])=[C:13]([CH:18]=[CH:19][C:20]=2[CH3:21])[C:14]([O:16][CH3:17])=[O:15])=[O:9])[C:5]([CH3:23])=[CH:4][CH:3]=1.[C:24]([Si:28]([CH3:38])([CH3:37])[O:29][CH2:30][CH:31]1[CH2:36][CH2:35][CH2:34][NH:33][CH2:32]1)([CH3:27])([CH3:26])[CH3:25].C([O-])([O-])=O.[Cs+].[Cs+].COC1C=CC=C(OC)C=1C1C=CC=CC=1P(C1CCCCC1)C1CCCCC1. The catalyst is O1CCOCC1.C1C=CC(/C=C/C(/C=C/C2C=CC=CC=2)=O)=CC=1.C1C=CC(/C=C/C(/C=C/C2C=CC=CC=2)=O)=CC=1.C1C=CC(/C=C/C(/C=C/C2C=CC=CC=2)=O)=CC=1.[Pd].[Pd]. The product is [Si:28]([O:29][CH2:30][CH:31]1[CH2:36][CH2:35][CH2:34][N:33]([C:2]2[N:7]=[C:6]([C:8]([NH:10][C:11]3[C:12]([CH3:22])=[C:13]([CH:18]=[CH:19][C:20]=3[CH3:21])[C:14]([O:16][CH3:17])=[O:15])=[O:9])[C:5]([CH3:23])=[CH:4][CH:3]=2)[CH2:32]1)([C:24]([CH3:27])([CH3:26])[CH3:25])([CH3:38])[CH3:37]. The yield is 0.380. (4) The reactants are [CH2:1]([O:3][C:4](=[O:14])[CH2:5]P(OCC)(OCC)=O)C.C[O-].[Na+].CO.[C:20]([O:24][C:25]([N:27]1[CH2:32][CH2:31][C:30](=O)[C:29]([CH3:35])([CH3:34])[CH2:28]1)=[O:26])([CH3:23])([CH3:22])[CH3:21]. The product is [C:20]([O:24][C:25]([N:27]1[CH2:32][CH:31]=[C:30]([CH2:5][C:4]([O:3][CH3:1])=[O:14])[C:29]([CH3:35])([CH3:34])[CH2:28]1)=[O:26])([CH3:23])([CH3:21])[CH3:22]. The catalyst is O1CCCC1. The yield is 0.589.